From a dataset of Full USPTO retrosynthesis dataset with 1.9M reactions from patents (1976-2016). Predict the reactants needed to synthesize the given product. (1) Given the product [C:1]([O:5][C:6]1[CH:7]=[C:8]([CH:12]=[CH:13][CH:14]=1)[C:9]([NH:39][C:40]1[CH:41]=[CH:42][C:43]([CH3:62])=[C:44]([O:45][C:46]2[N:51]=[C:50]3[S:52][C:53]([NH:55][C:56]([CH:58]4[CH2:60][CH2:59]4)=[O:57])=[N:54][C:49]3=[CH:48][CH:47]=2)[CH:61]=1)=[O:11])([CH3:2])([CH3:3])[CH3:4], predict the reactants needed to synthesize it. The reactants are: [C:1]([O:5][C:6]1[CH:7]=[C:8]([CH:12]=[CH:13][CH:14]=1)[C:9]([OH:11])=O)([CH3:4])([CH3:3])[CH3:2].F[P-](F)(F)(F)(F)F.N1(OC(N(C)C)=[N+](C)C)C2N=CC=CC=2N=N1.[NH2:39][C:40]1[CH:41]=[CH:42][C:43]([CH3:62])=[C:44]([CH:61]=1)[O:45][C:46]1[N:51]=[C:50]2[S:52][C:53]([NH:55][C:56]([CH:58]3[CH2:60][CH2:59]3)=[O:57])=[N:54][C:49]2=[CH:48][CH:47]=1. (2) The reactants are: [Cl:1][C:2]1[C:11]([S:12]([NH:15][CH3:16])(=[O:14])=[O:13])=[CH:10][CH:9]=[CH:8][C:3]=1[C:4]([O:6]C)=[O:5].[OH-].[Na+]. Given the product [Cl:1][C:2]1[C:11]([S:12]([NH:15][CH3:16])(=[O:14])=[O:13])=[CH:10][CH:9]=[CH:8][C:3]=1[C:4]([OH:6])=[O:5], predict the reactants needed to synthesize it.